This data is from Full USPTO retrosynthesis dataset with 1.9M reactions from patents (1976-2016). The task is: Predict the reactants needed to synthesize the given product. (1) Given the product [CH3:37][O:38][C:39]1[CH:40]=[CH:41][C:42]([NH:45][C:46]([N:8]2[CH2:29][CH2:28][C:11]3([O:15][C:14](=[O:16])[N:13]([CH2:17][C:18]4[CH:27]=[CH:26][C:25]5[C:20](=[CH:21][CH:22]=[CH:23][CH:24]=5)[CH:19]=4)[CH2:12]3)[CH2:10][CH2:9]2)=[O:47])=[CH:43][CH:44]=1, predict the reactants needed to synthesize it. The reactants are: C(OC([N:8]1[CH2:29][CH2:28][C:11]2([O:15][C:14](=[O:16])[N:13]([CH2:17][C:18]3[CH:27]=[CH:26][C:25]4[C:20](=[CH:21][CH:22]=[CH:23][CH:24]=4)[CH:19]=3)[CH2:12]2)[CH2:10][CH2:9]1)=O)(C)(C)C.FC(F)(F)C(O)=O.[CH3:37][O:38][C:39]1[CH:44]=[CH:43][C:42]([N:45]=[C:46]=[O:47])=[CH:41][CH:40]=1.O. (2) Given the product [Br:1][C:17]1[CH:16]=[CH:15][C:14]([O:18][CH2:19][C:20]2[CH:25]=[CH:24][CH:23]=[CH:22][CH:21]=2)=[CH:13][C:12]=1[CH2:9][CH2:10][CH3:11].[Br:1][C:23]1[CH:22]=[CH:21][C:20]([CH2:19][O:18][C:14]2[CH:13]=[CH:12][CH:17]=[CH:16][CH:15]=2)=[CH:25][C:24]=1[CH2:26][CH3:27], predict the reactants needed to synthesize it. The reactants are: [Br:1]N1C(=O)CCC1=O.[CH2:9]([C:12]1[CH:13]=[C:14]([O:18][CH2:19][C:20]2[CH:25]=[CH:24][CH:23]=[CH:22][CH:21]=2)[CH:15]=[CH:16][CH:17]=1)[CH2:10][CH3:11].[C:26](#N)[CH3:27]. (3) Given the product [Br:1][C:2]1[CH:7]=[CH:6][C:5]([CH:8]=[CH:9][CH:10]=[N:26][N:25]([CH3:27])[CH3:24])=[C:4]([O:12][CH:13]([C:15]#[CH:16])[CH3:14])[CH:3]=1, predict the reactants needed to synthesize it. The reactants are: [Br:1][C:2]1[CH:7]=[CH:6][C:5]([CH:8]=[CH:9][CH:10]=O)=[C:4]([O:12][CH:13]([C:15]#[CH:16])[CH3:14])[CH:3]=1.O.S([O-])([O-])(=O)=O.[Mg+2].[CH3:24][N:25]([CH3:27])[NH2:26]. (4) Given the product [Br:22][C:19]1[CH:20]=[CH:21][C:16]([CH:14]([OH:15])[CH2:13][N:4]2[C:5]3[CH:10]=[CH:9][CH:8]=[CH:7][C:6]=3[N:2]([CH3:1])[C:3]2=[NH:11])=[CH:17][CH:18]=1, predict the reactants needed to synthesize it. The reactants are: [CH3:1][N:2]1[C:6]2[CH:7]=[CH:8][CH:9]=[CH:10][C:5]=2[N:4]=[C:3]1[NH2:11].Br[CH2:13][C:14]([C:16]1[CH:21]=[CH:20][C:19]([Br:22])=[CH:18][CH:17]=1)=[O:15].CN(C)C=O.[BH4-].[Na+]. (5) The reactants are: [NH2:1][C:2]1[C:11]2[C:6](=[C:7](Br)[CH:8]=[CH:9][CH:10]=2)[N:5]=[N:4][C:3]=1[C:13]([NH:15][CH:16]1[CH2:18][CH2:17]1)=[O:14].[F:19][C:20]1[CH:21]=[CH:22][C:23]([O:29][CH3:30])=[C:24](B(O)O)[CH:25]=1. Given the product [NH2:1][C:2]1[C:11]2[C:6](=[C:7]([C:22]3[CH:21]=[C:20]([F:19])[CH:25]=[CH:24][C:23]=3[O:29][CH3:30])[CH:8]=[CH:9][CH:10]=2)[N:5]=[N:4][C:3]=1[C:13]([NH:15][CH:16]1[CH2:18][CH2:17]1)=[O:14], predict the reactants needed to synthesize it.